From a dataset of Reaction yield outcomes from USPTO patents with 853,638 reactions. Predict the reaction yield, written as a fraction of the theoretical maximum amount of product (1.0 means a 100% yield; for example, 0.34 means a 34% yield). (1) The reactants are [CH3:1][O:2][C:3]1[CH:4]=[C:5]([NH:9][C:10]2[CH:15]=[C:14]([N:16]([CH3:18])[CH3:17])[N:13]=[C:12]([N:19]3[CH2:24][CH2:23][NH:22][CH2:21][CH2:20]3)[N:11]=2)[CH:6]=[CH:7][CH:8]=1.[S:25]1[CH:29]=[CH:28][CH:27]=[C:26]1[C:30](Cl)=[O:31].C(N(CC)CC)C. The catalyst is C(Cl)Cl. The product is [CH3:1][O:2][C:3]1[CH:4]=[C:5]([NH:9][C:10]2[CH:15]=[C:14]([N:16]([CH3:18])[CH3:17])[N:13]=[C:12]([N:19]3[CH2:24][CH2:23][N:22]([C:30]([C:26]4[S:25][CH:29]=[CH:28][CH:27]=4)=[O:31])[CH2:21][CH2:20]3)[N:11]=2)[CH:6]=[CH:7][CH:8]=1. The yield is 0.800. (2) The reactants are [F:1][C:2]1[CH:7]=[CH:6][C:5]([C:8]2[S:12][C:11]([C:13]([OH:15])=O)=[CH:10][CH:9]=2)=[CH:4][CH:3]=1.[NH2:16][C:17]1[CH:26]=[CH:25][C:24]([Cl:27])=[CH:23][C:18]=1[C:19]([O:21]C)=[O:20]. No catalyst specified. The yield is 0.470. The product is [Cl:27][C:24]1[CH:25]=[CH:26][C:17]([NH:16][C:13]([C:11]2[S:12][C:8]([C:5]3[CH:4]=[CH:3][C:2]([F:1])=[CH:7][CH:6]=3)=[CH:9][CH:10]=2)=[O:15])=[C:18]([CH:23]=1)[C:19]([OH:21])=[O:20]. (3) The yield is 0.510. The reactants are [Cl-].[Cl:2][C:3]1[N:8]=[C:7]([C:9]2[S:13][CH:12]=[N:11][C:10]=2[C:14]2[CH:15]=[C:16]([NH:20][C:21](=[O:30])[C:22]3[CH:27]=[C:26]([F:28])[CH:25]=[CH:24][C:23]=3[F:29])[CH:17]=[CH:18][CH:19]=2)[CH:6]=[CH:5][N:4]=1.[NH2:31][C:32]1[CH:42]=[CH:41][C:35]2[NH:36][C:37](=[O:40])[CH2:38][O:39][C:34]=2[CH:33]=1. The product is [ClH:2].[F:29][C:23]1[CH:24]=[CH:25][C:26]([F:28])=[CH:27][C:22]=1[C:21]([NH:20][C:16]1[CH:17]=[CH:18][CH:19]=[C:14]([C:10]2[N:11]=[CH:12][S:13][C:9]=2[C:7]2[CH:6]=[CH:5][N:4]=[C:3]([NH:31][C:32]3[CH:42]=[CH:41][C:35]4[NH:36][C:37](=[O:40])[CH2:38][O:39][C:34]=4[CH:33]=3)[N:8]=2)[CH:15]=1)=[O:30]. No catalyst specified. (4) The reactants are [CH2:1]=[C:2]1[CH2:5][CH:4]([C:6]#[N:7])[CH2:3]1.Cl[C:9]1[C:14]([F:15])=[CH:13][CH:12]=[CH:11][N:10]=1.C[Si]([N-][Si](C)(C)C)(C)C.[Na+]. The catalyst is C1(C)C=CC=CC=1. The product is [F:15][C:14]1[C:9]([C:4]2([C:6]#[N:7])[CH2:5][C:2](=[CH2:1])[CH2:3]2)=[N:10][CH:11]=[CH:12][CH:13]=1. The yield is 0.900. (5) The reactants are [Br:1][C:2]1[CH:7]=[CH:6][C:5]([CH:8]([C:14]2[CH:19]=[CH:18][C:17]([Cl:20])=[CH:16][CH:15]=2)[CH2:9][C:10]([NH:12][CH3:13])=O)=[CH:4][CH:3]=1.[H-].[Al+3].[Li+].[H-].[H-].[H-].[Cl-].[Al+3].[Cl-].[Cl-]. The catalyst is C(OCC)C. The product is [Br:1][C:2]1[CH:7]=[CH:6][C:5]([CH:8]([C:14]2[CH:15]=[CH:16][C:17]([Cl:20])=[CH:18][CH:19]=2)[CH2:9][CH2:10][NH:12][CH3:13])=[CH:4][CH:3]=1. The yield is 0.620. (6) The reactants are [I:1][C:2]1[C:3]([O:20][CH2:21][CH2:22][O:23][Si](C)(C)C)=[CH:4][C:5]([CH:17]([CH3:19])[CH3:18])=[C:6]([CH:16]=1)[O:7][C:8]1[C:9]([NH2:15])=[N:10][C:11]([NH2:14])=[N:12][CH:13]=1. The catalyst is CC(O)=O.C1COCC1.O. The product is [NH2:14][C:11]1[N:10]=[C:9]([NH2:15])[C:8]([O:7][C:6]2[C:5]([CH:17]([CH3:18])[CH3:19])=[CH:4][C:3]([O:20][CH2:21][CH2:22][OH:23])=[C:2]([I:1])[CH:16]=2)=[CH:13][N:12]=1. The yield is 0.860. (7) The reactants are O[C@@H:2]1[CH2:7][CH2:6][CH2:5][CH2:4][C@H:3]1[C:8]([O:10]CC)=[O:9].B(F)(F)F.[CH3:17][O:18][C:19]1[CH:20]=[C:21]([CH2:27][CH2:28][O:29]/[C:30](=N/[H])/[C:31](Cl)(Cl)Cl)[CH:22]=[CH:23][C:24]=1[O:25][CH3:26]. The catalyst is C1(C)C=CC=CC=1. The product is [CH2:4]([C@@:3]1([C:8]([OH:10])=[O:9])[CH2:2][CH2:7][CH2:6][CH2:31][C@H:30]1[O:29][CH2:28][CH2:27][C:21]1[CH:22]=[CH:23][C:24]([O:25][CH3:26])=[C:19]([O:18][CH3:17])[CH:20]=1)[CH3:5]. The yield is 1.00.